This data is from Full USPTO retrosynthesis dataset with 1.9M reactions from patents (1976-2016). The task is: Predict the reactants needed to synthesize the given product. (1) Given the product [ClH:20].[NH:8]1[CH2:12][CH2:11][CH2:10][C@H:9]1[CH2:13][N:14]1[CH2:19][CH2:18][CH2:17][CH2:16][CH2:15]1, predict the reactants needed to synthesize it. The reactants are: C1(C[N:8]2[CH2:12][CH2:11][CH2:10][C@H:9]2[CH2:13][N:14]2[CH2:19][CH2:18][CH2:17][CH2:16][CH2:15]2)C=CC=CC=1.[ClH:20]. (2) Given the product [Br:34][C:31]1[CH:30]=[CH:29][C:28]([F:27])=[C:33]([C:38](=[O:37])[CH:40]([F:42])[F:41])[CH:32]=1, predict the reactants needed to synthesize it. The reactants are: C(NC(C)C)(C)C.[Li]CCCC.CCCCCC.[Li+].CC([N-]C(C)C)C.[F:27][C:28]1[CH:33]=[CH:32][C:31]([Br:34])=[CH:30][CH:29]=1.CC[O:37][C:38]([CH:40]([F:42])[F:41])=O.